Dataset: Reaction yield outcomes from USPTO patents with 853,638 reactions. Task: Predict the reaction yield, written as a fraction of the theoretical maximum amount of product (1.0 means a 100% yield; for example, 0.34 means a 34% yield). (1) The reactants are [CH3:1][C:2]([OH:6])([C:4]#[CH:5])[CH3:3].[Li]CCCC.[Cl:12][C:13]1[CH:14]=[C:15]([CH:18]=[CH:19][C:20]=1[O:21][CH3:22])[CH:16]=[O:17]. The catalyst is C1COCC1. The product is [Cl:12][C:13]1[CH:14]=[C:15]([CH:16]([OH:17])[C:5]#[C:4][C:2]([CH3:3])([OH:6])[CH3:1])[CH:18]=[CH:19][C:20]=1[O:21][CH3:22]. The yield is 0.260. (2) The reactants are [F:1][C:2]1[CH:3]=[C:4]([N:13]2[C:17]([CH3:19])([CH3:18])[C:16](=[O:20])[N:15]([C:21]3[CH:28]=[CH:27][C:24]([C:25]#[N:26])=[C:23]([C:29]([F:32])([F:31])[F:30])[CH:22]=3)[C:14]2=[S:33])[CH:5]=[CH:6][C:7]=1[O:8][CH2:9][CH:10]1[CH2:12][O:11]1.S(=O)(=O)(O)[OH:35].[OH-].[Na+]. The catalyst is O.O1CCCC1. The product is [OH:35][CH:10]([CH2:12][OH:11])[CH2:9][O:8][C:7]1[CH:6]=[CH:5][C:4]([N:13]2[C:17]([CH3:18])([CH3:19])[C:16](=[O:20])[N:15]([C:21]3[CH:28]=[CH:27][C:24]([C:25]#[N:26])=[C:23]([C:29]([F:31])([F:32])[F:30])[CH:22]=3)[C:14]2=[S:33])=[CH:3][C:2]=1[F:1]. The yield is 0.400. (3) The reactants are FC(F)(F)C(O)=O.FC(F)(F)C(O)=O.[F:15][C:16]1[C:44]([F:45])=[CH:43][CH:42]=[CH:41][C:17]=1[O:18][C:19]1[CH:24]=[CH:23][C:22]([C:25]2[C:33]3[C:28](=[N:29][CH:30]=[N:31][C:32]=3[NH2:34])[N:27]([CH2:35][C@H:36]3[CH2:40][CH2:39][CH2:38][NH:37]3)[N:26]=2)=[CH:21][CH:20]=1.C1N=CN(C(N2C=NC=C2)=O)C=1.[C:58]([CH2:60][C:61](O)=[O:62])#[N:59]. The catalyst is ClCCl. The product is [NH2:34][C:32]1[N:31]=[CH:30][N:29]=[C:28]2[N:27]([CH2:35][C@H:36]3[CH2:40][CH2:39][CH2:38][N:37]3[C:61](=[O:62])[CH2:60][C:58]#[N:59])[N:26]=[C:25]([C:22]3[CH:21]=[CH:20][C:19]([O:18][C:17]4[CH:41]=[CH:42][CH:43]=[C:44]([F:45])[C:16]=4[F:15])=[CH:24][CH:23]=3)[C:33]=12. The yield is 0.720. (4) The reactants are [N:1]1[CH:6]=[CH:5][CH:4]=[C:3]([C:7]2[C:8]3[CH:15]=[CH:14][C:13]([OH:16])=[CH:12][C:9]=3[S:10][CH:11]=2)[CH:2]=1.[CH:17]1(Br)[CH2:21][CH2:20][CH2:19][CH2:18]1.C(=O)([O-])[O-].[K+].[K+].CCCCCC. The catalyst is CN(C=O)C.C(OCC)C.C(OCC)(=O)C. The product is [CH:17]1([O:16][C:13]2[CH:14]=[CH:15][C:8]3[C:7]([C:3]4[CH:2]=[N:1][CH:6]=[CH:5][CH:4]=4)=[CH:11][S:10][C:9]=3[CH:12]=2)[CH2:21][CH2:20][CH2:19][CH2:18]1. The yield is 0.730. (5) The reactants are [Cl:1][C:2]1[CH:7]=[CH:6][CH:5]=[CH:4][C:3]=1[CH2:8][C:9]([OH:11])=O.[CH3:12][O:13][NH:14][CH3:15].CCN=C=NCCCN(C)C.C1C=CC2N(O)N=NC=2C=1.CN1CCOCC1. The catalyst is C(Cl)Cl.CO. The product is [Cl:1][C:2]1[CH:7]=[CH:6][CH:5]=[CH:4][C:3]=1[CH2:8][C:9]([N:14]([O:13][CH3:12])[CH3:15])=[O:11]. The yield is 0.560. (6) The reactants are C(OC([C:8]1[N:9]([CH3:44])[C:10]([NH:13][C:14]([C@@H:16]2[NH:20][C@@H:19]([CH2:21][C:22]([CH3:25])([CH3:24])[CH3:23])[C@:18]3([C:33]4[C:28](=[CH:29][C:30]([Cl:34])=[CH:31][CH:32]=4)[NH:27][C:26]3=[O:35])[C@H:17]2[C:36]2[CH:41]=[CH:40][CH:39]=[C:38]([Cl:42])[C:37]=2[F:43])=[O:15])=[CH:11][CH:12]=1)=O)(C)(C)C.FC(F)(F)C(O)=O. The catalyst is ClCCl. The product is [CH3:44][N:9]1[CH:8]=[CH:12][CH:11]=[C:10]1[NH:13][C:14]([CH:16]1[NH:20][CH:19]([CH2:21][C:22]([CH3:25])([CH3:24])[CH3:23])[C:18]2([C:33]3[C:28](=[CH:29][C:30]([Cl:34])=[CH:31][CH:32]=3)[NH:27][C:26]2=[O:35])[CH:17]1[C:36]1[CH:41]=[CH:40][CH:39]=[C:38]([Cl:42])[C:37]=1[F:43])=[O:15]. The yield is 0.930. (7) The reactants are [CH3:1][S:2](Cl)(=[O:4])=[O:3].[Cl:6][C:7]1[N:12]=[C:11]([CH2:13][OH:14])[CH:10]=[C:9]([N:15]2[CH2:20][CH2:19][O:18][CH2:17][C@H:16]2[CH3:21])[N:8]=1.C(N(CC)CC)C. The catalyst is C(Cl)Cl. The product is [CH3:1][S:2]([O:14][CH2:13][C:11]1[CH:10]=[C:9]([N:15]2[CH2:20][CH2:19][O:18][CH2:17][C@H:16]2[CH3:21])[N:8]=[C:7]([Cl:6])[N:12]=1)(=[O:4])=[O:3]. The yield is 1.05. (8) The reactants are [Br:1][C:2]1[CH:3]=[N:4][N:5]([C@@H:7]([CH:11]2[CH2:15][CH2:14][CH2:13][CH2:12]2)[CH2:8][CH:9]=O)[CH:6]=1.O1CCCC1.[OH-].[NH4+:22].II. The catalyst is O. The product is [Br:1][C:2]1[CH:3]=[N:4][N:5]([C@@H:7]([CH:11]2[CH2:15][CH2:14][CH2:13][CH2:12]2)[CH2:8][C:9]#[N:22])[CH:6]=1. The yield is 0.793. (9) The reactants are COC1C=C(OC)C=CC=1C[N:6]1[C:11](=[O:12])[C:10]2[CH:13]=[C:14]([CH2:16][CH3:17])[S:15][C:9]=2[N:8]([CH2:18][C:19]2[CH:24]=[CH:23][C:22]([C:25]3[C:26]([C:31]#[N:32])=[CH:27][CH:28]=[CH:29][CH:30]=3)=[CH:21][CH:20]=2)[C:7]1=[O:33].FC(F)(F)C(O)=O. The catalyst is C1(C)C=CC=CC=1. The product is [CH2:16]([C:14]1[S:15][C:9]2[N:8]([CH2:18][C:19]3[CH:24]=[CH:23][C:22]([C:25]4[C:26]([C:31]#[N:32])=[CH:27][CH:28]=[CH:29][CH:30]=4)=[CH:21][CH:20]=3)[C:7](=[O:33])[NH:6][C:11](=[O:12])[C:10]=2[CH:13]=1)[CH3:17]. The yield is 1.00.